This data is from Reaction yield outcomes from USPTO patents with 853,638 reactions. The task is: Predict the reaction yield, written as a fraction of the theoretical maximum amount of product (1.0 means a 100% yield; for example, 0.34 means a 34% yield). (1) The reactants are [N:1]1([C:8]([O:10][C:11]([CH3:14])([CH3:13])[CH3:12])=[O:9])[CH2:7][CH2:6][CH2:5][NH:4][CH2:3][CH2:2]1.C1C=CC(P(C2C(C3C(P(C4C=CC=CC=4)C4C=CC=CC=4)=CC=C4C=3C=CC=C4)=C3C(C=CC=C3)=CC=2)C2C=CC=CC=2)=CC=1.CC(C)([O-])C.[Na+].Br[C:68]1[C:69]([CH3:82])=[C:70]([CH3:81])[C:71]2[O:75][C:74]([CH3:77])([CH3:76])[C:73](=[O:78])[C:72]=2[C:79]=1[CH3:80]. The catalyst is O.C([O-])(=O)C.[Pd+2].C([O-])(=O)C.C1(C)C=CC=CC=1. The product is [CH3:76][C:74]1([CH3:77])[C:73](=[O:78])[C:72]2[C:79]([CH3:80])=[C:68]([N:4]3[CH2:5][CH2:6][CH2:7][N:1]([C:8]([O:10][C:11]([CH3:14])([CH3:13])[CH3:12])=[O:9])[CH2:2][CH2:3]3)[C:69]([CH3:82])=[C:70]([CH3:81])[C:71]=2[O:75]1. The yield is 0.140. (2) The reactants are Br[C:2]1[CH:7]=[CH:6][C:5]([CH:8]2[CH2:12][CH2:11][CH2:10][N:9]2[CH2:13][CH2:14][C:15]2[C:23]3[C:18](=[CH:19][CH:20]=[CH:21][CH:22]=3)[NH:17][C:16]=2[CH3:24])=[CH:4][CH:3]=1.[C:25]([O:29][CH3:30])(=[O:28])[CH:26]=[CH2:27].N(C)(C1CCCCC1)C1CCCCC1. The catalyst is O1CCOCC1.C(OCC)(=O)C.C1C=CC(/C=C/C(/C=C/C2C=CC=CC=2)=O)=CC=1.C1C=CC(/C=C/C(/C=C/C2C=CC=CC=2)=O)=CC=1.C1C=CC(/C=C/C(/C=C/C2C=CC=CC=2)=O)=CC=1.[Pd].[Pd]. The product is [CH3:30][O:29][C:25](=[O:28])/[CH:26]=[CH:27]/[C:2]1[CH:7]=[CH:6][C:5]([CH:8]2[CH2:12][CH2:11][CH2:10][N:9]2[CH2:13][CH2:14][C:15]2[C:23]3[C:18](=[CH:19][CH:20]=[CH:21][CH:22]=3)[NH:17][C:16]=2[CH3:24])=[CH:4][CH:3]=1. The yield is 0.630.